From a dataset of Forward reaction prediction with 1.9M reactions from USPTO patents (1976-2016). Predict the product of the given reaction. (1) Given the reactants Br[CH2:2][C:3]1[CH:8]=[CH:7][CH:6]=[C:5]([CH3:9])[C:4]=1[Cl:10].C1N2CN3CN(C2)CN1C3.Cl.C(O)(=[O:24])C.O, predict the reaction product. The product is: [Cl:10][C:4]1[C:5]([CH3:9])=[CH:6][CH:7]=[CH:8][C:3]=1[CH:2]=[O:24]. (2) Given the reactants [CH:1]1([NH2:7])[CH2:6][CH2:5][CH2:4][CH2:3][CH2:2]1.[C:8]([O:12][C:13](=[O:35])[CH2:14]/[C:15](=[CH:19]\[CH2:20][CH2:21][C:22]1[CH:27]=[CH:26][C:25]([C:28]2[CH:33]=[CH:32][CH:31]=[CH:30][CH:29]=2)=[C:24]([CH3:34])[CH:23]=1)/[C:16]([OH:18])=[O:17])([CH3:11])([CH3:10])[CH3:9].C(O)(=O)CC(CC(O)=O)(C(O)=O)O.C1(N)CCCCC1, predict the reaction product. The product is: [CH:1]1([NH2:7])[CH2:6][CH2:5][CH2:4][CH2:3][CH2:2]1.[C:8]([O:12][C:13](=[O:35])[CH2:14][C@@H:15]([CH2:19][CH2:20][CH2:21][C:22]1[CH:27]=[CH:26][C:25]([C:28]2[CH:29]=[CH:30][CH:31]=[CH:32][CH:33]=2)=[C:24]([CH3:34])[CH:23]=1)[C:16]([OH:18])=[O:17])([CH3:10])([CH3:11])[CH3:9].